This data is from Full USPTO retrosynthesis dataset with 1.9M reactions from patents (1976-2016). The task is: Predict the reactants needed to synthesize the given product. Given the product [NH2:24][S:2]([C:5]1[CH:6]=[C:7]([CH:12]=[C:13]([C:15]([N:17]([CH2:21][CH2:22][CH3:23])[CH2:18][CH2:19][CH3:20])=[O:16])[CH:14]=1)[C:8]([O:10][CH3:11])=[O:9])(=[O:4])=[O:3], predict the reactants needed to synthesize it. The reactants are: Cl[S:2]([C:5]1[CH:6]=[C:7]([CH:12]=[C:13]([C:15]([N:17]([CH2:21][CH2:22][CH3:23])[CH2:18][CH2:19][CH3:20])=[O:16])[CH:14]=1)[C:8]([O:10][CH3:11])=[O:9])(=[O:4])=[O:3].[NH3:24].